The task is: Predict the product of the given reaction.. This data is from Forward reaction prediction with 1.9M reactions from USPTO patents (1976-2016). (1) Given the reactants [CH3:1][CH2:2][C:3]1[CH2:23][N:21]2[CH2:22][C@@H:5]([CH2:6][C@:7]([C:57]([O:59][CH3:60])=[O:58])([C:24]3[CH:25]=[C:26]4[C@:34]56[C@@H:38]7[C@:39]([CH2:54][CH3:55])([C@@H:43]([O:50][C:51]([CH3:53])=[O:52])[C@:44]([OH:49])([C:45]([O:47][CH3:48])=[O:46])[C@@H:33]5[N:32]([CH3:56])[C:27]4=[CH:28][C:29]=3[O:30][CH3:31])[CH:40]=[CH:41][CH2:42][N:37]7[CH2:36][CH2:35]6)[C:8]3[NH:16][C:15]4[CH:14]=[CH:13][C:12]([S:17][CH3:18])=[CH:11][C:10]=4[C:9]=3[CH2:19][CH2:20]2)[CH:4]=1.Cl.C(C[OH:67])(F)(F)F.[BH4-].[Na+], predict the reaction product. The product is: [CH3:1][CH2:2][C@@:3]1([OH:67])[CH2:23][N:21]2[CH2:22][C@@H:5]([CH2:6][C@:7]([C:57]([O:59][CH3:60])=[O:58])([C:24]3[CH:25]=[C:26]4[C@:34]56[C@@H:38]7[C@:39]([CH2:54][CH3:55])([C@@H:43]([O:50][C:51]([CH3:53])=[O:52])[C@:44]([OH:49])([C:45]([O:47][CH3:48])=[O:46])[C@@H:33]5[N:32]([CH3:56])[C:27]4=[CH:28][C:29]=3[O:30][CH3:31])[CH:40]=[CH:41][CH2:42][N:37]7[CH2:36][CH2:35]6)[C:8]3[NH:16][C:15]4[CH:14]=[CH:13][C:12]([S:17][CH3:18])=[CH:11][C:10]=4[C:9]=3[CH2:19][CH2:20]2)[CH2:4]1. (2) Given the reactants [C:1](CC(N)=O)(=S)[C:2]1[CH:7]=[CH:6][CH:5]=[CH:4][CH:3]=1.Cl.Cl.[NH2:15][CH:16]([CH2:29][CH:30]1[CH2:35][CH2:34][CH2:33][CH2:32][CH2:31]1)[C:17]([NH:19][C:20]1([C:27]#[N:28])[CH2:25][CH2:24][N:23]([CH3:26])[CH2:22][CH2:21]1)=[O:18], predict the reaction product. The product is: [C:17]([N:19]=[C:1]([NH:15][CH:16]([CH2:29][CH:30]1[CH2:31][CH2:32][CH2:33][CH2:34][CH2:35]1)[C:17]([NH:19][C:20]1([C:27]#[N:28])[CH2:21][CH2:22][N:23]([CH3:26])[CH2:24][CH2:25]1)=[O:18])[C:2]1[CH:3]=[CH:4][CH:5]=[CH:6][CH:7]=1)(=[O:18])[CH3:16]. (3) Given the reactants [C:1]([O:5][C:6](=[O:29])[C:7]([O:10]/[N:11]=[C:12](/[C:16]1[N:17]=[C:18]([NH:21][C:22]([O:24][C:25]([CH3:28])([CH3:27])[CH3:26])=[O:23])[S:19][CH:20]=1)\[C:13]([OH:15])=O)([CH3:9])[CH3:8])([CH3:4])([CH3:3])[CH3:2].CCN(C(C)C)C(C)C.CN(C(ON1N=NC2C=CC=NC1=2)=[N+](C)C)C.F[P-](F)(F)(F)(F)F.[C:63]([O:67][C:68](=[O:83])[NH:69][CH2:70][C:71]1[N:72]=[N:73][N:74]([CH2:76][C@@H:77]2[C@H:80]([NH2:81])[C:79](=[O:82])[NH:78]2)[N:75]=1)([CH3:66])([CH3:65])[CH3:64], predict the reaction product. The product is: [C:63]([O:67][C:68]([NH:69][CH2:70][C:71]1[N:72]=[N:73][N:74]([CH2:76][C@@H:77]2[C@H:80]([NH:81][C:13](=[O:15])/[C:12](=[N:11]\[O:10][C:7]([CH3:8])([CH3:9])[C:6]([O:5][C:1]([CH3:4])([CH3:3])[CH3:2])=[O:29])/[C:16]3[N:17]=[C:18]([NH:21][C:22]([O:24][C:25]([CH3:26])([CH3:27])[CH3:28])=[O:23])[S:19][CH:20]=3)[C:79](=[O:82])[NH:78]2)[N:75]=1)=[O:83])([CH3:66])([CH3:64])[CH3:65]. (4) Given the reactants C(OC(=O)[NH:7][CH2:8][CH2:9][CH2:10][N:11]([CH:21]([C:25]1[N:26]([CH2:36][C:37]2[CH:42]=[CH:41][CH:40]=[C:39]([F:43])[CH:38]=2)[C:27](=[O:35])[C:28]2[C:33]([CH3:34])=[N:32][O:31][C:29]=2[N:30]=1)[CH:22]([CH3:24])[CH3:23])[C:12](=[O:20])[C:13]1[CH:18]=[CH:17][C:16]([CH3:19])=[CH:15][CH:14]=1)(C)(C)C.[ClH:45], predict the reaction product. The product is: [NH2:7][CH2:8][CH2:9][CH2:10][N:11]([CH:21]([C:25]1[N:26]([CH2:36][C:37]2[CH:42]=[CH:41][CH:40]=[C:39]([F:43])[CH:38]=2)[C:27](=[O:35])[C:28]2[C:33]([CH3:34])=[N:32][O:31][C:29]=2[N:30]=1)[CH:22]([CH3:24])[CH3:23])[C:12](=[O:20])[C:13]1[CH:14]=[CH:15][C:16]([CH3:19])=[CH:17][CH:18]=1.[ClH:45].[NH2:7][CH2:8][CH2:9][CH2:10][N:11]([CH:21]([C:25]1[N:26]([CH2:36][C:37]2[CH:42]=[CH:41][CH:40]=[C:39]([F:43])[CH:38]=2)[C:27](=[O:35])[C:28]2[C:33]([CH3:34])=[N:32][O:31][C:29]=2[N:30]=1)[CH:22]([CH3:24])[CH3:23])[C:12](=[O:20])[C:13]1[CH:14]=[CH:15][C:16]([CH3:19])=[CH:17][CH:18]=1.